Dataset: Full USPTO retrosynthesis dataset with 1.9M reactions from patents (1976-2016). Task: Predict the reactants needed to synthesize the given product. (1) Given the product [Cl:1][C:2]1[CH:7]=[CH:6][C:5]([S:8]([N:11]2[C:20]3[C:15](=[CH:16][CH:17]=[CH:18][CH:19]=3)[CH2:14][CH2:13][CH2:12]2)(=[O:9])=[O:10])=[CH:4][C:3]=1[N:21]1[C:36](=[O:45])[NH:33][C:27]2[C:22]1=[N:23][CH:24]=[N:25][CH:26]=2, predict the reactants needed to synthesize it. The reactants are: [Cl:1][C:2]1[CH:7]=[CH:6][C:5]([S:8]([N:11]2[C:20]3[C:15](=[CH:16][CH:17]=[CH:18][CH:19]=3)[CH2:14][CH2:13][CH2:12]2)(=[O:10])=[O:9])=[CH:4][C:3]=1[NH:21][C:22]1[C:27](C(O)=O)=[CH:26][N:25]=[CH:24][N:23]=1.C([N:33]([CH2:36]C)CC)C.C1(P(N=[N+]=[N-])(C2C=CC=CC=2)=[O:45])C=CC=CC=1.O. (2) Given the product [F:12][C:2]([F:1])([F:13])[C:3]1[N:7]2[CH2:8][CH2:9][NH:10][CH2:11][C:6]2=[N:5][N:4]=1, predict the reactants needed to synthesize it. The reactants are: [F:1][C:2]([F:13])([F:12])[C:3]1[N:7]2[CH:8]=[CH:9][N:10]=[CH:11][C:6]2=[N:5][N:4]=1. (3) Given the product [CH3:24][N:25]1[CH:29]=[C:28]([C:2]2[N:3]=[C:4]([N:18]3[CH2:23][CH2:22][O:21][CH2:20][CH2:19]3)[C:5]3[N:11]=[C:10]([C:12]([O:14][CH3:15])=[O:13])[CH:9]=[C:8]([S:16][CH3:17])[C:6]=3[N:7]=2)[CH:27]=[N:26]1, predict the reactants needed to synthesize it. The reactants are: Cl[C:2]1[N:3]=[C:4]([N:18]2[CH2:23][CH2:22][O:21][CH2:20][CH2:19]2)[C:5]2[N:11]=[C:10]([C:12]([O:14][CH3:15])=[O:13])[CH:9]=[C:8]([S:16][CH3:17])[C:6]=2[N:7]=1.[CH3:24][N:25]1[CH:29]=[C:28](B2OC(C)(C)C(C)(C)O2)[CH:27]=[N:26]1.C(=O)([O-])[O-].[Cs+].[Cs+]. (4) Given the product [CH2:24]([CH:14]([NH:13][C:11]1[CH:12]=[C:7]([CH:8]=[C:9]([O:19][CH3:20])[N:10]=1)[C:6]([OH:5])=[O:22])[CH2:15][CH:16]=[CH2:17])[CH3:25], predict the reactants needed to synthesize it. The reactants are: C([O:5][C:6](=[O:22])[C:7]1[CH:12]=[C:11]([NH:13][CH2:14][CH2:15][CH2:16][CH:17]=C)[N:10]=[C:9]([O:19][CH2:20]C)[CH:8]=1)(C)(C)C.F[C:24](F)(F)[C:25](O)=O.